Dataset: Catalyst prediction with 721,799 reactions and 888 catalyst types from USPTO. Task: Predict which catalyst facilitates the given reaction. Reactant: CC(C)([O-])C.[K+].[NH2:7][C:8]1[CH:13]=[C:12]([F:14])[C:11]([OH:15])=[C:10]([F:16])[CH:9]=1.[Cl:17][C:18]1[CH:23]=[C:22](Cl)[CH:21]=[CH:20][N:19]=1.O. Product: [Cl:17][C:18]1[CH:23]=[C:22]([O:15][C:11]2[C:12]([F:14])=[CH:13][C:8]([NH2:7])=[CH:9][C:10]=2[F:16])[CH:21]=[CH:20][N:19]=1. The catalyst class is: 80.